The task is: Predict the reactants needed to synthesize the given product.. This data is from Full USPTO retrosynthesis dataset with 1.9M reactions from patents (1976-2016). (1) Given the product [Br:15][C:10]1[C:2]2[O:1][CH2:6][CH2:5][O:4][C:3]=2[C:7]([NH:11][C:12](=[O:14])[CH3:13])=[CH:8][CH:9]=1, predict the reactants needed to synthesize it. The reactants are: [O:1]1[CH2:6][CH2:5][O:4][C:3]2[C:7]([NH:11][C:12](=[O:14])[CH3:13])=[CH:8][CH:9]=[CH:10][C:2]1=2.[Br:15]Br. (2) Given the product [CH2:18]([O:25][C:26](=[O:30])[NH:27][C@H:28]1[C:7]2[C:2](=[CH:3][CH:4]=[CH:5][CH:6]=2)[NH:1][C@@H:15]([CH3:16])[CH2:29]1)[C:19]1[CH:24]=[CH:23][CH:22]=[CH:21][CH:20]=1, predict the reactants needed to synthesize it. The reactants are: [NH2:1][C:2]1[CH:7]=[CH:6][CH:5]=[CH:4][CH:3]=1.[O-]S([O-])(=O)=O.[Na+].[Na+].[CH:15](=O)[CH3:16].[CH2:18]([O:25][C:26](=[O:30])[NH:27][CH:28]=[CH2:29])[C:19]1[CH:24]=[CH:23][CH:22]=[CH:21][CH:20]=1.B(F)(F)F.CCOCC. (3) Given the product [ClH:22].[C:1]([C:5]1[CH:10]=[CH:9][C:8]([C:11]2[N:12]([C:30]([N:43]3[CH2:44][CH2:45][N:40]([CH2:39][CH2:38][O:37][CH3:36])[CH2:41][CH2:42]3)=[O:31])[C@H:13]([C:23]3[CH:24]=[CH:25][C:26]([Cl:29])=[CH:27][CH:28]=3)[C@H:14]([C:16]3[CH:17]=[CH:18][C:19]([Cl:22])=[CH:20][CH:21]=3)[N:15]=2)=[C:7]([O:33][CH2:34][CH3:35])[CH:6]=1)([CH3:4])([CH3:2])[CH3:3], predict the reactants needed to synthesize it. The reactants are: [C:1]([C:5]1[CH:10]=[CH:9][C:8]([C:11]2[N:12]([C:30](Cl)=[O:31])[C@H:13]([C:23]3[CH:28]=[CH:27][C:26]([Cl:29])=[CH:25][CH:24]=3)[C@H:14]([C:16]3[CH:21]=[CH:20][C:19]([Cl:22])=[CH:18][CH:17]=3)[N:15]=2)=[C:7]([O:33][CH2:34][CH3:35])[CH:6]=1)([CH3:4])([CH3:3])[CH3:2].[CH3:36][O:37][CH2:38][CH2:39][N:40]1[CH2:45][CH2:44][NH:43][CH2:42][CH2:41]1. (4) Given the product [CH3:1][NH:3][CH2:4][C:5]1[NH:9][N:8]=[C:7]([C:10]2[CH:11]=[CH:12][C:13]([F:16])=[CH:14][CH:15]=2)[C:6]=1[C:17]1[CH:22]=[CH:21][N:20]=[CH:19][CH:18]=1, predict the reactants needed to synthesize it. The reactants are: [CH:1]([NH:3][CH2:4][C:5]1[NH:9][N:8]=[C:7]([C:10]2[CH:15]=[CH:14][C:13]([F:16])=[CH:12][CH:11]=2)[C:6]=1[C:17]1[CH:22]=[CH:21][N:20]=[CH:19][CH:18]=1)=O.B.Cl. (5) Given the product [N:19]1[CH:20]=[CH:21][CH:22]=[CH:23][C:18]=1[CH:17]=[CH:16][C:12]1[CH:11]=[C:10]([CH:15]=[CH:14][CH:13]=1)[C:9]([NH2:8])=[O:24], predict the reactants needed to synthesize it. The reactants are: ClC1C=CC([NH:8][C:9](=[O:24])[C:10]2[CH:15]=[CH:14][CH:13]=[C:12]([C:16]#[C:17][C:18]3[CH:23]=[CH:22][CH:21]=[CH:20][N:19]=3)[CH:11]=2)=CC=1. (6) The reactants are: [Br:1][C:2]1[CH:7]=[CH:6][C:5]([CH:8]([CH:19]2[CH2:24][CH2:23][CH2:22][CH2:21][CH2:20]2)[CH2:9][C:10]([C:12]2[CH:13]=[CH:14][C:15](=[O:18])[NH:16][CH:17]=2)=[O:11])=[CH:4][CH:3]=1.IC.[C:27](=O)([O-])[O-].[K+].[K+]. Given the product [Br:1][C:2]1[CH:3]=[CH:4][C:5]([CH:8]([CH:19]2[CH2:24][CH2:23][CH2:22][CH2:21][CH2:20]2)[CH2:9][C:10]([C:12]2[CH:13]=[CH:14][C:15](=[O:18])[N:16]([CH3:27])[CH:17]=2)=[O:11])=[CH:6][CH:7]=1, predict the reactants needed to synthesize it. (7) Given the product [F:22][C:23]1[CH:28]=[CH:27][CH:26]=[C:25]([F:29])[C:24]=1[CH2:30][CH2:31][N:17]1[C:16](=[O:19])[N:14]2[CH:15]=[C:10]([C:7]3[CH:6]=[CH:5][C:4]([O:3][C:2]([F:1])([F:20])[F:21])=[CH:9][CH:8]=3)[CH:11]=[CH:12][C:13]2=[N:18]1, predict the reactants needed to synthesize it. The reactants are: [F:1][C:2]([F:21])([F:20])[O:3][C:4]1[CH:9]=[CH:8][C:7]([C:10]2[CH:11]=[CH:12][C:13]3[N:14]([C:16](=[O:19])[NH:17][N:18]=3)[CH:15]=2)=[CH:6][CH:5]=1.[F:22][C:23]1[CH:28]=[CH:27][CH:26]=[C:25]([F:29])[C:24]=1[CH2:30][CH2:31]O.C1C=CC(P(C2C=CC=CC=2)C2C=CC=CC=2)=CC=1.N(C(OCC)=O)=NC(OCC)=O.